This data is from Merck oncology drug combination screen with 23,052 pairs across 39 cell lines. The task is: Regression. Given two drug SMILES strings and cell line genomic features, predict the synergy score measuring deviation from expected non-interaction effect. (1) Drug 1: COc1cc(C2c3cc4c(cc3C(OC3OC5COC(C)OC5C(O)C3O)C3COC(=O)C23)OCO4)cc(OC)c1O. Drug 2: COC1=C2CC(C)CC(OC)C(O)C(C)C=C(C)C(OC(N)=O)C(OC)C=CC=C(C)C(=O)NC(=CC1=O)C2=O. Cell line: CAOV3. Synergy scores: synergy=71.5. (2) Drug 1: CN1C(=O)C=CC2(C)C3CCC4(C)C(NC(=O)OCC(F)(F)F)CCC4C3CCC12. Drug 2: COc1cc(C2c3cc4c(cc3C(OC3OC5COC(C)OC5C(O)C3O)C3COC(=O)C23)OCO4)cc(OC)c1O. Cell line: A2780. Synergy scores: synergy=13.8. (3) Drug 1: O=P1(N(CCCl)CCCl)NCCCO1. Drug 2: CCc1cnn2c(NCc3ccc[n+]([O-])c3)cc(N3CCCCC3CCO)nc12. Cell line: NCIH520. Synergy scores: synergy=5.36. (4) Drug 1: CCC1=CC2CN(C1)Cc1c([nH]c3ccccc13)C(C(=O)OC)(c1cc3c(cc1OC)N(C)C1C(O)(C(=O)OC)C(OC(C)=O)C4(CC)C=CCN5CCC31C54)C2. Drug 2: COC1CC2CCC(C)C(O)(O2)C(=O)C(=O)N2CCCCC2C(=O)OC(C(C)CC2CCC(OP(C)(C)=O)C(OC)C2)CC(=O)C(C)C=C(C)C(O)C(OC)C(=O)C(C)CC(C)C=CC=CC=C1C. Cell line: SKOV3. Synergy scores: synergy=59.3. (5) Cell line: ZR751. Drug 2: CC(C)CC(NC(=O)C(Cc1ccccc1)NC(=O)c1cnccn1)B(O)O. Synergy scores: synergy=5.30. Drug 1: CC1CC2C3CCC4=CC(=O)C=CC4(C)C3(F)C(O)CC2(C)C1(O)C(=O)CO. (6) Drug 1: O=S1(=O)NC2(CN1CC(F)(F)F)C1CCC2Cc2cc(C=CCN3CCC(C(F)(F)F)CC3)ccc2C1. Drug 2: CCC1(O)CC2CN(CCc3c([nH]c4ccccc34)C(C(=O)OC)(c3cc4c(cc3OC)N(C)C3C(O)(C(=O)OC)C(OC(C)=O)C5(CC)C=CCN6CCC43C65)C2)C1. Cell line: DLD1. Synergy scores: synergy=17.6. (7) Drug 1: CCC1=CC2CN(C1)Cc1c([nH]c3ccccc13)C(C(=O)OC)(c1cc3c(cc1OC)N(C)C1C(O)(C(=O)OC)C(OC(C)=O)C4(CC)C=CCN5CCC31C54)C2. Drug 2: Cn1nnc2c(C(N)=O)ncn2c1=O. Cell line: MSTO. Synergy scores: synergy=26.0.